This data is from NCI-60 drug combinations with 297,098 pairs across 59 cell lines. The task is: Regression. Given two drug SMILES strings and cell line genomic features, predict the synergy score measuring deviation from expected non-interaction effect. (1) Drug 2: C#CCC(CC1=CN=C2C(=N1)C(=NC(=N2)N)N)C3=CC=C(C=C3)C(=O)NC(CCC(=O)O)C(=O)O. Cell line: SK-MEL-28. Synergy scores: CSS=52.3, Synergy_ZIP=4.74, Synergy_Bliss=3.31, Synergy_Loewe=-23.1, Synergy_HSA=0.943. Drug 1: CC1=C2C(C(=O)C3(C(CC4C(C3C(C(C2(C)C)(CC1OC(=O)C(C(C5=CC=CC=C5)NC(=O)C6=CC=CC=C6)O)O)OC(=O)C7=CC=CC=C7)(CO4)OC(=O)C)O)C)OC(=O)C. (2) Drug 1: COC1=C(C=C2C(=C1)N=CN=C2NC3=CC(=C(C=C3)F)Cl)OCCCN4CCOCC4. Drug 2: C(CCl)NC(=O)N(CCCl)N=O. Cell line: MDA-MB-435. Synergy scores: CSS=11.3, Synergy_ZIP=-1.95, Synergy_Bliss=5.07, Synergy_Loewe=-2.78, Synergy_HSA=1.33. (3) Cell line: SF-268. Synergy scores: CSS=2.37, Synergy_ZIP=0.681, Synergy_Bliss=1.81, Synergy_Loewe=0.796, Synergy_HSA=1.06. Drug 1: C1=CC(=CC=C1C#N)C(C2=CC=C(C=C2)C#N)N3C=NC=N3. Drug 2: CC12CCC3C(C1CCC2O)C(CC4=C3C=CC(=C4)O)CCCCCCCCCS(=O)CCCC(C(F)(F)F)(F)F. (4) Drug 1: CC1=CC2C(CCC3(C2CCC3(C(=O)C)OC(=O)C)C)C4(C1=CC(=O)CC4)C. Drug 2: CN(C(=O)NC(C=O)C(C(C(CO)O)O)O)N=O. Cell line: SK-MEL-28. Synergy scores: CSS=1.82, Synergy_ZIP=1.08, Synergy_Bliss=2.13, Synergy_Loewe=-2.09, Synergy_HSA=-1.94. (5) Drug 1: CC(C1=C(C=CC(=C1Cl)F)Cl)OC2=C(N=CC(=C2)C3=CN(N=C3)C4CCNCC4)N. Drug 2: CC12CCC3C(C1CCC2OP(=O)(O)O)CCC4=C3C=CC(=C4)OC(=O)N(CCCl)CCCl.[Na+]. Cell line: A498. Synergy scores: CSS=1.93, Synergy_ZIP=-2.22, Synergy_Bliss=-3.35, Synergy_Loewe=-9.30, Synergy_HSA=-3.69.